Task: Predict the product of the given reaction.. Dataset: Forward reaction prediction with 1.9M reactions from USPTO patents (1976-2016) Given the reactants [CH3:1][N:2]([CH2:4][C:5]1[CH:10]=[CH:9][C:8]([CH:11]2[CH:20]([C:21]3[CH:26]=[CH:25][C:24]([CH:27]([CH3:29])[CH3:28])=[CH:23][CH:22]=3)[C:19](=O)[C:18]3[C:17]([C:31]([O:33]CC)=O)=[CH:16][CH:15]=[CH:14][C:13]=3[NH:12]2)=[CH:7][CH:6]=1)[CH3:3].O.[NH2:37][NH2:38], predict the reaction product. The product is: [CH3:1][N:2]([CH2:4][C:5]1[CH:10]=[CH:9][C:8]([CH:11]2[NH:12][C:13]3[C:18]4[C:19](=[N:37][NH:38][C:31](=[O:33])[C:17]=4[CH:16]=[CH:15][CH:14]=3)[CH:20]2[C:21]2[CH:22]=[CH:23][C:24]([CH:27]([CH3:28])[CH3:29])=[CH:25][CH:26]=2)=[CH:7][CH:6]=1)[CH3:3].